Dataset: Forward reaction prediction with 1.9M reactions from USPTO patents (1976-2016). Task: Predict the product of the given reaction. (1) Given the reactants [Mg].Cl[C:3]1[CH:4]=[CH:5][C:6]([F:11])=[C:7]([CH:10]=1)[C:8]#[N:9].CN(C)[CH:14]=[O:15], predict the reaction product. The product is: [F:11][C:6]1[CH:5]=[CH:4][C:3]([CH:14]=[O:15])=[CH:10][C:7]=1[C:8]#[N:9]. (2) The product is: [CH3:17][C:16]1[CH:15]=[C:14]([CH3:18])[NH:13][C:12](=[O:19])[C:11]=1[CH2:10][NH:9][C:7](=[O:8])[C:6]1[CH:20]=[C:2]([C:36]2[CH:35]=[N:34][C:33]([O:32][CH3:31])=[CH:38][CH:37]=2)[CH:3]=[C:4]([N:22]([CH2:29][CH3:30])[CH:23]2[CH2:28][CH2:27][O:26][CH2:25][CH2:24]2)[C:5]=1[CH3:21]. Given the reactants Br[C:2]1[CH:3]=[C:4]([N:22]([CH2:29][CH3:30])[CH:23]2[CH2:28][CH2:27][O:26][CH2:25][CH2:24]2)[C:5]([CH3:21])=[C:6]([CH:20]=1)[C:7]([NH:9][CH2:10][C:11]1[C:12](=[O:19])[NH:13][C:14]([CH3:18])=[CH:15][C:16]=1[CH3:17])=[O:8].[CH3:31][O:32][C:33]1[CH:38]=[CH:37][C:36](B(O)O)=[CH:35][N:34]=1.C(=O)([O-])[O-].[Na+].[Na+], predict the reaction product. (3) The product is: [CH3:23][O:22][C:20](=[O:21])[C:19]([OH:24])([C:18]([F:26])([F:25])[F:17])[C:13]1[C:14](=[O:15])[N:10]([C:7]2[CH:6]=[CH:5][C:4]([CH:1]([CH3:3])[CH3:2])=[CH:9][CH:8]=2)[NH:11][C:12]=1[CH3:16]. Given the reactants [CH:1]([C:4]1[CH:9]=[CH:8][C:7]([N:10]2[C:14](=[O:15])[CH:13]=[C:12]([CH3:16])[NH:11]2)=[CH:6][CH:5]=1)([CH3:3])[CH3:2].[F:17][C:18]([F:26])([F:25])[C:19](=[O:24])[C:20]([O:22][CH3:23])=[O:21], predict the reaction product. (4) Given the reactants [CH3:1][C:2]([CH3:33])([CH3:32])[CH:3]([C:10]1[CH:15]=[C:14]([O:16][CH2:17][C:18]2[CH:27]=[CH:26][C:25]3[C:20](=[CH:21][CH:22]=[C:23]([F:28])[CH:24]=3)[N:19]=2)[CH:13]=[CH:12][C:11]=1[C:29](=[O:31])[CH3:30])[C:4]1[CH:9]=[CH:8][CH:7]=[CH:6][CH:5]=1.C(O[CH:37](OCC)[N:38]([CH3:40])[CH3:39])C, predict the reaction product. The product is: [CH3:37][N:38]([CH3:40])/[CH:39]=[CH:30]/[C:29]([C:11]1[CH:12]=[CH:13][C:14]([O:16][CH2:17][C:18]2[CH:27]=[CH:26][C:25]3[C:20](=[CH:21][CH:22]=[C:23]([F:28])[CH:24]=3)[N:19]=2)=[CH:15][C:10]=1[CH:3]([C:4]1[CH:9]=[CH:8][CH:7]=[CH:6][CH:5]=1)[C:2]([CH3:33])([CH3:32])[CH3:1])=[O:31].